Dataset: Catalyst prediction with 721,799 reactions and 888 catalyst types from USPTO. Task: Predict which catalyst facilitates the given reaction. (1) Reactant: [NH:1]1[C:9]2[C:4](=[CH:5][CH:6]=[CH:7][CH:8]=2)[CH2:3][CH2:2]1.[CH:10](O)=[O:11].O. Product: [N:1]1([CH:10]=[O:11])[C:9]2[C:4](=[CH:5][CH:6]=[CH:7][CH:8]=2)[CH2:3][CH2:2]1. The catalyst class is: 11. (2) Reactant: [CH2:1]1COCC1.[F:6][C:7]1[CH:16]=[CH:15][CH:14]=[CH:13][C:8]=1C(OC)=O.C[Mg]Br.C([O:22][CH2:23][CH3:24])C.[Cl-].[NH4+]. Product: [F:6][C:7]1[CH:16]=[CH:15][CH:14]=[CH:13][C:8]=1[C:23]([OH:22])([CH3:24])[CH3:1]. The catalyst class is: 6.